From a dataset of Full USPTO retrosynthesis dataset with 1.9M reactions from patents (1976-2016). Predict the reactants needed to synthesize the given product. (1) Given the product [C:1]([O:4][CH2:5][C:6]1[C:7]([N:21]2[CH2:33][CH2:32][N:24]3[C:25]4[CH2:26][CH2:27][CH2:28][CH2:29][C:30]=4[CH:31]=[C:23]3[C:22]2=[O:34])=[CH:8][CH:9]=[CH:10][C:11]=1[C:36]1[CH:37]=[C:38]([NH:44][C:45]2[S:46][C:47]3[CH2:48][N:49]([CH3:54])[CH2:50][CH2:51][C:52]=3[N:53]=2)[C:39](=[O:43])[N:40]([CH3:42])[CH:41]=1)(=[O:3])[CH3:2], predict the reactants needed to synthesize it. The reactants are: [C:1]([O:4][CH2:5][C:6]1[C:11](B2OC(C)(C)C(C)(C)O2)=[CH:10][CH:9]=[CH:8][C:7]=1[N:21]1[CH2:33][CH2:32][N:24]2[C:25]3[CH2:26][CH2:27][CH2:28][CH2:29][C:30]=3[CH:31]=[C:23]2[C:22]1=[O:34])(=[O:3])[CH3:2].Br[C:36]1[CH:37]=[C:38]([NH:44][C:45]2[S:46][C:47]3[CH2:48][N:49]([CH3:54])[CH2:50][CH2:51][C:52]=3[N:53]=2)[C:39](=[O:43])[N:40]([CH3:42])[CH:41]=1. (2) Given the product [Cl:8][C:6]1[CH:7]=[C:2]([Cl:1])[C:3]([N:9]=[C:16]=[S:17])=[CH:4][N:5]=1, predict the reactants needed to synthesize it. The reactants are: [Cl:1][C:2]1[CH:7]=[C:6]([Cl:8])[N:5]=[CH:4][C:3]=1[NH2:9].C(=O)([O-])[O-].[Na+].[Na+].[C:16](Cl)(Cl)=[S:17]. (3) Given the product [CH:1]1([CH2:4][NH:5][C:10]([NH:26][NH:25][C:27]2[C:32]([I:33])=[C:31]([CH3:34])[CH:30]=[CH:29][N:28]=2)=[O:16])[CH2:3][CH2:2]1, predict the reactants needed to synthesize it. The reactants are: [CH:1]1([CH2:4][NH2:5])[CH2:3][CH2:2]1.ClC(Cl)(O[C:10](=[O:16])OC(Cl)(Cl)Cl)Cl.C(N(CC)CC)C.[NH:25]([C:27]1[C:32]([I:33])=[C:31]([CH3:34])[CH:30]=[CH:29][N:28]=1)[NH2:26].